This data is from Forward reaction prediction with 1.9M reactions from USPTO patents (1976-2016). The task is: Predict the product of the given reaction. (1) Given the reactants [Br:1][C:2]1[CH:3]=[C:4]2[C:8](=[CH:9][CH:10]=1)[C:7](=O)[CH2:6][CH2:5]2.Cl.[NH2:13][OH:14], predict the reaction product. The product is: [Br:1][C:2]1[CH:3]=[C:4]2[C:8](=[CH:9][CH:10]=1)/[C:7](=[N:13]/[OH:14])/[CH2:6][CH2:5]2. (2) Given the reactants [C:1]([N:5]1[CH2:31][CH2:30][CH2:29][CH2:28][C:8]2[C:9](Br)=[C:10]3[C:19]4[CH:18]=[C:17]([S:20]([CH2:23][CH3:24])(=[O:22])=[O:21])[C:16]([O:25][CH3:26])=[CH:15][C:14]=4[CH2:13][CH2:12][N:11]3[C:7]=2[C:6]1=[O:32])([CH3:4])([CH3:3])[CH3:2].C([Sn](CCCC)(CCCC)[C:38]1[S:39][CH:40]=[CH:41][CH:42]=1)CCC, predict the reaction product. The product is: [C:1]([N:5]1[CH2:31][CH2:30][CH2:29][CH2:28][C:8]2[C:9]([C:38]3[S:39][CH:40]=[CH:41][CH:42]=3)=[C:10]3[C:19]4[CH:18]=[C:17]([S:20]([CH2:23][CH3:24])(=[O:22])=[O:21])[C:16]([O:25][CH3:26])=[CH:15][C:14]=4[CH2:13][CH2:12][N:11]3[C:7]=2[C:6]1=[O:32])([CH3:4])([CH3:3])[CH3:2]. (3) Given the reactants CS([C:5]1[N:10]=[C:9]([C:11]2[CH:12]=[C:13]3[CH:29]=[N:28][NH:27][C:14]3=[N:15][C:16]=2[C:17]2[CH:22]=[CH:21][CH:20]=[C:19]([C:23]([F:26])([F:25])[F:24])[CH:18]=2)[CH:8]=[CH:7][N:6]=1)(=O)=O.[C:30]1([C@@H:36]([NH2:38])[CH3:37])[CH:35]=[CH:34][CH:33]=[CH:32][CH:31]=1, predict the reaction product. The product is: [C:30]1([C@@H:36]([NH:38][C:5]2[N:10]=[C:9]([C:11]3[CH:12]=[C:13]4[CH:29]=[N:28][NH:27][C:14]4=[N:15][C:16]=3[C:17]3[CH:22]=[CH:21][CH:20]=[C:19]([C:23]([F:25])([F:26])[F:24])[CH:18]=3)[CH:8]=[CH:7][N:6]=2)[CH3:37])[CH:35]=[CH:34][CH:33]=[CH:32][CH:31]=1. (4) Given the reactants [NH2:1][N:2]1[N:11]=[C:10]([C:12]2[CH:17]=[CH:16][C:15]([Cl:18])=[CH:14][CH:13]=2)[C:9]2[C:4](=[CH:5][CH:6]=[CH:7][CH:8]=2)[C:3]1=[O:19].[CH3:20][C:21]1([CH3:32])[C@H:26]2[CH2:27][C@@H:22]1[CH2:23][CH2:24][C@H:25]2[CH2:28][C:29](O)=[O:30], predict the reaction product. The product is: [Cl:18][C:15]1[CH:16]=[CH:17][C:12]([C:10]2[C:9]3[C:4](=[CH:5][CH:6]=[CH:7][CH:8]=3)[C:3](=[O:19])[N:2]([NH:1][C:29](=[O:30])[CH2:28][C@@H:25]3[CH2:24][CH2:23][C@H:22]4[CH2:27][C@@H:26]3[C:21]4([CH3:20])[CH3:32])[N:11]=2)=[CH:13][CH:14]=1.